From a dataset of Forward reaction prediction with 1.9M reactions from USPTO patents (1976-2016). Predict the product of the given reaction. (1) Given the reactants [CH3:1][C:2]([CH3:16])([CH3:15])[C:3](=[O:14])[CH2:4][O:5][C:6]1[N:11]=[CH:10][C:9]([C:12]#[N:13])=[CH:8][CH:7]=1, predict the reaction product. The product is: [NH2:13][CH2:12][C:9]1[CH:10]=[N:11][C:6]([O:5][CH2:4][C:3](=[O:14])[C:2]([CH3:15])([CH3:1])[CH3:16])=[CH:7][CH:8]=1. (2) Given the reactants [C:1]([O:5][C:6](=[O:40])[N:7]([C@H:9]([C:11](=[O:39])[NH:12][C@@H:13]1[C:19](=[O:20])[N:18]([CH2:21][C:22]2[C:31]3[C:26](=[C:27](Br)[CH:28]=[CH:29][CH:30]=3)[CH:25]=[CH:24][C:23]=2[O:33][CH3:34])[C:17]2[CH:35]=[CH:36][CH:37]=[CH:38][C:16]=2[NH:15][CH2:14]1)[CH3:10])[CH3:8])([CH3:4])([CH3:3])[CH3:2].FC(F)(F)C(O)=O.N[C@@H]1C(=O)N(CC2C3C(=CC=CC=3)C=CC=2OC)C2C=CC=CC=2NC1.N(C(OC(C)(C)C)=O)(C)[C@H](C(O)=O)C, predict the reaction product. The product is: [C:1]([O:5][C:6](=[O:40])[N:7]([C@H:9]([C:11](=[O:39])[NH:12][C@@H:13]1[C:19](=[O:20])[N:18]([CH2:21][C:22]2[C:31]3[C:26](=[CH:27][CH:28]=[CH:29][CH:30]=3)[CH:25]=[CH:24][C:23]=2[O:33][CH3:34])[C:17]2[CH:35]=[CH:36][CH:37]=[CH:38][C:16]=2[NH:15][CH2:14]1)[CH3:10])[CH3:8])([CH3:2])([CH3:3])[CH3:4]. (3) Given the reactants [CH3:1][N:2]1[CH2:7][CH2:6][NH:5][CH2:4][CH2:3]1.C1C=CC2N(O)N=NC=2C=1.CCN=C=NCCCN(C)C.Cl.[I:30][C:31]1[CH:32]=[C:33]([CH:37]=[CH:38][CH:39]=1)[C:34]([OH:36])=O, predict the reaction product. The product is: [I:30][C:31]1[CH:32]=[C:33]([C:34]([N:5]2[CH2:6][CH2:7][N:2]([CH3:1])[CH2:3][CH2:4]2)=[O:36])[CH:37]=[CH:38][CH:39]=1. (4) Given the reactants [CH2:1]([O:3][C:4]1[CH:5]=[C:6]([C:13]([O:21]C)(OC)[CH2:14][CH2:15][C:16]([O-:18])=O)[CH:7]=[CH:8][C:9]=1[O:10][CH2:11][CH3:12])[CH3:2].[K+].ClC1C=C(Cl)C=C(Cl)C=1C(Cl)=O.[Cl:36][C:37]1[CH:42]=[CH:41][CH:40]=[CH:39][C:38]=1[C:43]1[CH:47]=[C:46]([NH2:48])[N:45]([C:49]2[CH:54]=[CH:53][C:52]([CH3:55])=[CH:51][CH:50]=2)[N:44]=1.C(=O)([O-])O.[Na+], predict the reaction product. The product is: [Cl:36][C:37]1[CH:42]=[CH:41][CH:40]=[CH:39][C:38]=1[C:43]1[CH:47]=[C:46]([NH:48][C:16](=[O:18])[CH2:15][CH2:14][C:13]([C:6]2[CH:7]=[CH:8][C:9]([O:10][CH2:11][CH3:12])=[C:4]([O:3][CH2:1][CH3:2])[CH:5]=2)=[O:21])[N:45]([C:49]2[CH:50]=[CH:51][C:52]([CH3:55])=[CH:53][CH:54]=2)[N:44]=1. (5) Given the reactants NN.[F:3][C:4]1[CH:23]=[CH:22][C:7]([O:8][CH2:9][CH2:10][N:11]2C(=O)C3C(=CC=CC=3)C2=O)=[CH:6][CH:5]=1, predict the reaction product. The product is: [F:3][C:4]1[CH:23]=[CH:22][C:7]([O:8][CH2:9][CH2:10][NH2:11])=[CH:6][CH:5]=1. (6) Given the reactants [OH:1][CH2:2][CH:3]1[CH2:8][CH2:7][CH2:6][N:5]([C:9]([O:11][C:12]([CH3:15])([CH3:14])[CH3:13])=[O:10])[CH2:4]1.[H-].[Na+].[CH2:18](I)[CH:19]=[CH2:20], predict the reaction product. The product is: [CH2:20]([O:1][CH2:2][CH:3]1[CH2:8][CH2:7][CH2:6][N:5]([C:9]([O:11][C:12]([CH3:15])([CH3:14])[CH3:13])=[O:10])[CH2:4]1)[CH:19]=[CH2:18]. (7) Given the reactants [CH3:1][C:2]1[C:7]([O:8][C:9]2[CH:14]=[CH:13][N:12]=[C:11]([NH:15][C:16](=[O:19])[CH2:17][CH3:18])[CH:10]=2)=[CH:6][CH:5]=[C:4]([N+:20]([O-])=O)[N:3]=1, predict the reaction product. The product is: [NH2:20][C:4]1[N:3]=[C:2]([CH3:1])[C:7]([O:8][C:9]2[CH:14]=[CH:13][N:12]=[C:11]([NH:15][C:16](=[O:19])[CH2:17][CH3:18])[CH:10]=2)=[CH:6][CH:5]=1. (8) Given the reactants [C:1]([O:5][C:6](=[O:23])[NH:7][CH:8]1[CH2:13][C@@H:12]([C:14]2[CH:19]=[CH:18][CH:17]=[CH:16][C:15]=2[CH3:20])[C@@H:11]([CH3:21])[NH:10][C:9]1=[O:22])([CH3:4])([CH3:3])[CH3:2].CN1C(=O)N(C)CCC1.C(O[Li])(C)(C)C.[C:39]([CH2:43]OS(C(F)(F)F)(=O)=O)([F:42])([F:41])[F:40], predict the reaction product. The product is: [C:1]([O:5][C:6](=[O:23])[NH:7][CH:8]1[CH2:13][C@@H:12]([C:14]2[CH:19]=[CH:18][CH:17]=[CH:16][C:15]=2[CH3:20])[C@@H:11]([CH3:21])[N:10]([CH2:43][C:39]([F:42])([F:41])[F:40])[C:9]1=[O:22])([CH3:2])([CH3:4])[CH3:3]. (9) Given the reactants [H-].[Na+].[CH3:3][O:4][C:5]1[CH:10]=[CH:9][C:8]([OH:11])=[CH:7][CH:6]=1.Br[C:13]1[CH:14]=[N:15][CH:16]=[C:17]([Br:19])[CH:18]=1.[OH-].[Na+], predict the reaction product. The product is: [Br:19][C:17]1[CH:16]=[N:15][CH:14]=[C:13]([O:11][C:8]2[CH:9]=[CH:10][C:5]([O:4][CH3:3])=[CH:6][CH:7]=2)[CH:18]=1.